From a dataset of Forward reaction prediction with 1.9M reactions from USPTO patents (1976-2016). Predict the product of the given reaction. Given the reactants [N:1]1([CH:7]2[CH2:12][CH2:11][N:10]([C:13]([C:15]3[CH:16]=[C:17]4[C:21](=[CH:22][CH:23]=3)[NH:20][C:19]([C:24]([N:26]3[CH2:31][CH2:30][C:29]([F:33])([F:32])[CH2:28][CH2:27]3)=[O:25])=[CH:18]4)=[O:14])[CH2:9][CH2:8]2)[CH2:6][CH2:5][CH2:4][CH2:3][CH2:2]1.[H-].[Na+].[CH:36]1([CH2:39]Br)[CH2:38][CH2:37]1, predict the reaction product. The product is: [N:1]1([CH:7]2[CH2:12][CH2:11][N:10]([C:13]([C:15]3[CH:16]=[C:17]4[C:21](=[CH:22][CH:23]=3)[N:20]([CH2:39][CH:36]3[CH2:38][CH2:37]3)[C:19]([C:24]([N:26]3[CH2:31][CH2:30][C:29]([F:33])([F:32])[CH2:28][CH2:27]3)=[O:25])=[CH:18]4)=[O:14])[CH2:9][CH2:8]2)[CH2:2][CH2:3][CH2:4][CH2:5][CH2:6]1.